Dataset: TCR-epitope binding with 47,182 pairs between 192 epitopes and 23,139 TCRs. Task: Binary Classification. Given a T-cell receptor sequence (or CDR3 region) and an epitope sequence, predict whether binding occurs between them. (1) The epitope is ILHCANFNV. The TCR CDR3 sequence is CASSQDAGSSYNEQFF. Result: 1 (the TCR binds to the epitope). (2) The epitope is LPRRSGAAGA. The TCR CDR3 sequence is CASSYLRAGDNEQFF. Result: 1 (the TCR binds to the epitope).